This data is from Reaction yield outcomes from USPTO patents with 853,638 reactions. The task is: Predict the reaction yield, written as a fraction of the theoretical maximum amount of product (1.0 means a 100% yield; for example, 0.34 means a 34% yield). (1) The reactants are Br[C:2]1[CH:11]=[C:10]2[C:5]([CH:6]=[C:7]([NH:12][C:13]([CH:15]3[CH2:17][CH2:16]3)=[O:14])[N:8]=[CH:9]2)=[CH:4][CH:3]=1.[Cl:18][C:19]1[CH:24]=[CH:23][C:22](B(O)O)=[C:21]([CH3:28])[CH:20]=1.C(=O)([O-])[O-].[Cs+].[Cs+]. The catalyst is C(#N)C.O.C(OCC)(=O)C.C1C=CC(P(C2C=CC=CC=2)[C-]2C=CC=C2)=CC=1.C1C=CC(P(C2C=CC=CC=2)[C-]2C=CC=C2)=CC=1.Cl[Pd]Cl.[Fe+2]. The product is [Cl:18][C:19]1[CH:24]=[CH:23][C:22]([C:2]2[CH:11]=[C:10]3[C:5]([CH:6]=[C:7]([NH:12][C:13]([CH:15]4[CH2:17][CH2:16]4)=[O:14])[N:8]=[CH:9]3)=[CH:4][CH:3]=2)=[C:21]([CH3:28])[CH:20]=1. The yield is 0.413. (2) The reactants are [C:1]([O:5][C:6]([N:8]1[CH2:13][CH:12]=[C:11]([C:14]2[CH:15]=[C:16]([C:26]([O:28][CH2:29][CH3:30])=[O:27])[C:17]3[CH:22]=[N:21][N:20]([CH:23]([CH3:25])[CH3:24])[C:18]=3[N:19]=2)[CH2:10][CH2:9]1)=[O:7])([CH3:4])([CH3:3])[CH3:2]. The catalyst is CCO.[Pd]. The product is [C:1]([O:5][C:6]([N:8]1[CH2:13][CH2:12][CH:11]([C:14]2[CH:15]=[C:16]([C:26]([O:28][CH2:29][CH3:30])=[O:27])[C:17]3[CH:22]=[N:21][N:20]([CH:23]([CH3:25])[CH3:24])[C:18]=3[N:19]=2)[CH2:10][CH2:9]1)=[O:7])([CH3:2])([CH3:3])[CH3:4]. The yield is 0.750. (3) The reactants are Br[CH2:2][C:3]([C:5]1[CH:6]=[C:7]2[C:11](=[CH:12][CH:13]=1)[NH:10][C:9]1[N:14]=[CH:15][CH:16]=[CH:17][C:8]2=1)=O.[NH2:18][C:19]([NH2:21])=[S:20]. The catalyst is CCO. The product is [N:14]1[C:9]2[NH:10][C:11]3[C:7]([C:8]=2[CH:17]=[CH:16][CH:15]=1)=[CH:6][C:5]([C:3]1[N:18]=[C:19]([NH2:21])[S:20][CH:2]=1)=[CH:13][CH:12]=3. The yield is 0.990. (4) The product is [ClH:21].[CH2:1]([S:4]([CH2:7][C:8]1[N:9]=[C:10]([NH2:13])[S:11][CH:12]=1)(=[O:5])=[O:6])[CH2:2][CH3:3]. The yield is 1.00. The reactants are [CH2:1]([S:4]([CH2:7][C:8]1[N:9]=[C:10]([NH:13]C(=O)OC(C)(C)C)[S:11][CH:12]=1)(=[O:6])=[O:5])[CH2:2][CH3:3].[ClH:21]. The catalyst is O1CCOCC1. (5) The reactants are C(OC(=O)C(CC1C=NC=CC=1)C(OCC=C)=O)C=C.[CH2:21]([O:24][C:25](=[O:33])[CH2:26][C:27]([O:29][CH2:30][CH:31]=[CH2:32])=[O:28])[CH:22]=[CH2:23].[H-].[Na+].[F:36][C:37]([F:47])([F:46])[C:38]1[CH:39]=[C:40]([CH:43]=[CH:44][CH:45]=1)[CH2:41]Br. No catalyst specified. The product is [CH2:21]([O:24][C:25](=[O:33])[CH:26]([CH2:41][C:40]1[CH:43]=[CH:44][CH:45]=[C:38]([C:37]([F:36])([F:46])[F:47])[CH:39]=1)[C:27]([O:29][CH2:30][CH:31]=[CH2:32])=[O:28])[CH:22]=[CH2:23]. The yield is 0.820. (6) The yield is 0.940. The reactants are [CH2:1]([O:3][C:4]([C:6]1[O:7][C:8]2[CH:15]=[CH:14][C:13]([Cl:16])=[C:12]([OH:17])[C:9]=2[C:10]=1[CH3:11])=[O:5])[CH3:2].IC.[C:20]([O-])([O-])=O.[K+].[K+]. The catalyst is CN(C=O)C. The product is [CH2:1]([O:3][C:4]([C:6]1[O:7][C:8]2[CH:15]=[CH:14][C:13]([Cl:16])=[C:12]([O:17][CH3:20])[C:9]=2[C:10]=1[CH3:11])=[O:5])[CH3:2]. (7) The reactants are [NH2:1][C:2]1[CH:7]=[C:6]([Cl:8])[CH:5]=[CH:4][C:3]=1[SH:9].Br[CH2:11][C:12]1[CH:17]=[CH:16][CH:15]=[CH:14][C:13]=1[N+:18]([O-:20])=[O:19].C([O-])([O-])=O.[K+].[K+]. The catalyst is CN(C=O)C. The product is [Cl:8][C:6]1[CH:5]=[CH:4][C:3]([S:9][CH2:11][C:12]2[CH:17]=[CH:16][CH:15]=[CH:14][C:13]=2[N+:18]([O-:20])=[O:19])=[C:2]([CH:7]=1)[NH2:1]. The yield is 0.950.